Dataset: Forward reaction prediction with 1.9M reactions from USPTO patents (1976-2016). Task: Predict the product of the given reaction. (1) Given the reactants [Cl:1][C:2]1[S:6][C:5]([C:7]([NH:9][CH2:10][CH:11]2[O:15][C:14](=[O:16])[N:13]([C:17]3[CH:22]=[CH:21][C:20]([NH:23][S:24]([CH2:27][CH2:28][CH2:29]Cl)(=[O:26])=[O:25])=[CH:19][CH:18]=3)[CH2:12]2)=[O:8])=[CH:4][CH:3]=1.C(=O)([O-])[O-].[K+].[K+].ClCCl, predict the reaction product. The product is: [Cl:1][C:2]1[S:6][C:5]([C:7]([NH:9][CH2:10][CH:11]2[O:15][C:14](=[O:16])[N:13]([C:17]3[CH:22]=[CH:21][C:20]([N:23]4[CH2:29][CH2:28][CH2:27][S:24]4(=[O:26])=[O:25])=[CH:19][CH:18]=3)[CH2:12]2)=[O:8])=[CH:4][CH:3]=1. (2) The product is: [CH3:13][C:9]([S:8][C:3]1[CH:4]=[CH:5][CH:6]=[CH:7][C:2]=1[C:18]1[CH:19]=[CH:20][N:15]=[CH:16][CH:17]=1)([CH3:14])[C:10]([O:12][CH2:31][CH3:32])=[O:11]. Given the reactants Br[C:2]1[CH:7]=[CH:6][CH:5]=[CH:4][C:3]=1[S:8][C:9]([CH3:14])([CH3:13])[C:10]([O-:12])=[O:11].[N:15]1[CH:20]=[CH:19][C:18](B(O)O)=[CH:17][CH:16]=1.C(=O)([O-])[O-].[Na+].[Na+].O1CCO[CH2:32][CH2:31]1, predict the reaction product. (3) Given the reactants [CH3:1][O:2][C:3]1C=C(N2C(=O)C3C(=CC=CC=3C)N=C2C(NC2N=CN=C3C=2N=CN3COCC[Si](C)(C)C)C)C=C[CH:8]=1.Cl.[OH:42][C:43]1[CH:44]=[C:45]([N:49]2[C:58](=[O:59])[C:57]3[C:52](=[CH:53][CH:54]=[CH:55][C:56]=3[CH3:60])[N:51]=[C:50]2[CH:61]([NH:63][C:64]2[N:72]=[CH:71][N:70]=[C:69]3[C:65]=2[N:66]=[CH:67][NH:68]3)[CH3:62])[CH:46]=[CH:47][CH:48]=1, predict the reaction product. The product is: [CH3:1][O:2][CH2:3][CH2:8][O:42][C:43]1[CH:44]=[C:45]([N:49]2[C:58](=[O:59])[C:57]3[C:52](=[CH:53][CH:54]=[CH:55][C:56]=3[CH3:60])[N:51]=[C:50]2[CH:61]([NH:63][C:64]2[N:72]=[CH:71][N:70]=[C:69]3[C:65]=2[N:66]=[CH:67][NH:68]3)[CH3:62])[CH:46]=[CH:47][CH:48]=1.